This data is from Forward reaction prediction with 1.9M reactions from USPTO patents (1976-2016). The task is: Predict the product of the given reaction. (1) Given the reactants [CH3:1][C:2]1[CH:8]=[CH:7][C:5]([NH2:6])=[CH:4][C:3]=1[N:9]1[C:16]2[N:12]([N:13]=[C:14]([C:17]3[CH:18]=[N:19][CH:20]=[CH:21][CH:22]=3)[CH:15]=2)[CH:11]=[CH:10]1.[C:23]([C:25]1[CH:26]=[C:27]([CH:31]=[C:32]([C:34]([F:37])([F:36])[F:35])[CH:33]=1)[C:28](O)=[O:29])#[N:24], predict the reaction product. The product is: [C:23]([C:25]1[CH:26]=[C:27]([CH:31]=[C:32]([C:34]([F:35])([F:37])[F:36])[CH:33]=1)[C:28]([NH:6][C:5]1[CH:7]=[CH:8][C:2]([CH3:1])=[C:3]([N:9]2[C:16]3[N:12]([N:13]=[C:14]([C:17]4[CH:18]=[N:19][CH:20]=[CH:21][CH:22]=4)[CH:15]=3)[CH:11]=[CH:10]2)[CH:4]=1)=[O:29])#[N:24]. (2) Given the reactants [CH3:1][O:2][CH2:3][C:4]([C:9]1[CH:14]=[CH:13][CH:12]=[CH:11][CH:10]=1)([CH3:8])[CH2:5][CH:6]=C.CSC.CC1C=CC(S(O)(=O)=[O:26])=CC=1, predict the reaction product. The product is: [CH3:1][O:2][CH2:3][C:4]([CH3:8])([C:9]1[CH:14]=[CH:13][CH:12]=[CH:11][CH:10]=1)[CH2:5][CH:6]=[O:26]. (3) Given the reactants [C:1]([C:5]1[N:10]=[C:9](Cl)[C:8]([C:12]([N:14]([CH2:32][CH:33]([CH3:35])[CH3:34])[C@@H:15]2[CH2:20][N:19]([C:21]([O:23][C:24]([CH3:27])([CH3:26])[CH3:25])=[O:22])[CH2:18][C@H:17]([C:28]([O:30][CH3:31])=[O:29])[CH2:16]2)=[O:13])=[CH:7][N:6]=1)([CH3:4])([CH3:3])[CH3:2].C(N(C(C)C)CC)(C)C.Cl.[O:46]1[CH:50]=[CH:49][N:48]=[C:47]1[CH2:51][NH2:52], predict the reaction product. The product is: [C:1]([C:5]1[N:10]=[C:9]([NH:52][CH2:51][C:47]2[O:46][CH:50]=[CH:49][N:48]=2)[C:8]([C:12]([N:14]([CH2:32][CH:33]([CH3:35])[CH3:34])[C@@H:15]2[CH2:20][N:19]([C:21]([O:23][C:24]([CH3:27])([CH3:26])[CH3:25])=[O:22])[CH2:18][C@H:17]([C:28]([O:30][CH3:31])=[O:29])[CH2:16]2)=[O:13])=[CH:7][N:6]=1)([CH3:4])([CH3:3])[CH3:2]. (4) Given the reactants [N+:1]([C:4]1[C:12]2[N:11]([CH2:13][CH:14]([OH:16])[CH3:15])[N:10]=[C:9]3[CH2:17][CH2:18][CH2:19][C:7]([C:8]=23)=[CH:6][CH:5]=1)([O-])=O, predict the reaction product. The product is: [NH2:1][C:4]1[C:12]2[N:11]([CH2:13][CH:14]([OH:16])[CH3:15])[N:10]=[C:9]3[CH2:17][CH2:18][CH2:19][C:7]([C:8]=23)=[CH:6][CH:5]=1. (5) Given the reactants [OH:1][C:2]1[CH:7]=[C:6]([CH:8]=O)[N:5]=[C:4]([CH:10]=O)[CH:3]=1.[C:12]1(P(C2C=CC=CC=2)C2C=CC=CC=2)[CH:17]=CC=C[CH:13]=1.[CH2:31]([Li])[CH2:32][CH2:33]C, predict the reaction product. The product is: [CH3:13][C:12]([CH3:17])=[CH:8][C:6]1[CH:7]=[C:2]([OH:1])[CH:3]=[C:4]([CH:10]=[C:32]([CH3:33])[CH3:31])[N:5]=1.